This data is from Full USPTO retrosynthesis dataset with 1.9M reactions from patents (1976-2016). The task is: Predict the reactants needed to synthesize the given product. (1) Given the product [Cl:30][C:29]1[CH:28]=[C:27]2[C:23]([C:24]([CH:31]=[O:32])=[CH:25][NH:26]2)=[CH:22][C:21]=1[C:8]1[CH:9]=[CH:10][C:11]([O:12][CH2:13][CH2:14][CH2:15][OH:16])=[CH:17][CH:18]=1, predict the reactants needed to synthesize it. The reactants are: CC1(C)COB([C:8]2[CH:18]=[CH:17][C:11]([O:12][CH2:13][CH2:14][CH2:15][OH:16])=[CH:10][CH:9]=2)OC1.Br[C:21]1[CH:22]=[C:23]2[C:27](=[CH:28][C:29]=1[Cl:30])[NH:26][CH:25]=[C:24]2[CH:31]=[O:32].C1(C)C=CC=CC=1.C(=O)([O-])[O-].[K+].[K+]. (2) Given the product [Cl:23][C:20]1[CH:19]=[CH:18][C:17]([S:14]([N:13]([CH2:24][C:25]2[CH:34]=[CH:33][C:28]([C:29]([NH:13][CH2:6][CH2:5][OH:4])=[O:31])=[CH:27][CH:26]=2)[C@H:6]([C:7]2[CH:12]=[CH:11][CH:10]=[CH:9][CH:8]=2)[CH2:5][OH:4])(=[O:16])=[O:15])=[CH:22][CH:21]=1, predict the reactants needed to synthesize it. The reactants are: C([O:4][CH2:5][C@H:6]([N:13]([CH2:24][C:25]1[CH:34]=[CH:33][C:28]([C:29]([O:31]C)=O)=[CH:27][CH:26]=1)[S:14]([C:17]1[CH:22]=[CH:21][C:20]([Cl:23])=[CH:19][CH:18]=1)(=[O:16])=[O:15])[C:7]1[CH:12]=[CH:11][CH:10]=[CH:9][CH:8]=1)(=O)C. (3) Given the product [CH3:3][CH2:4][CH2:25][CH2:24][O:23][C:21]([CH:20]=[CH2:19])=[O:22], predict the reactants needed to synthesize it. The reactants are: CN(C)[CH2:3][CH2:4]N(C)CCN(C)C.[CH2:24]([O:23][C:21](=[O:22])[CH:20](Br)[CH2:19][CH2:19][CH:20](Br)[C:21]([O:23][CH2:24][CH3:25])=[O:22])[CH3:25].C([O-])(=O)C=C.[K+]. (4) Given the product [CH2:11]([N:4]1[C:5]2[C:10](=[CH:9][CH:8]=[CH:7][CH:6]=2)[C:2]2([C:17]3=[CH:18][C:19]4[O:23][CH2:22][O:21][C:20]=4[CH:24]=[C:25]3[CH2:26][O:27]2)[C:3]1=[O:16])[CH2:12][CH2:13][CH2:14][CH3:15], predict the reactants needed to synthesize it. The reactants are: O[C:2]1([C:17]2[C:25]([CH2:26][OH:27])=[CH:24][C:20]3[O:21][CH2:22][O:23][C:19]=3[CH:18]=2)[C:10]2[C:5](=[CH:6][CH:7]=[CH:8][CH:9]=2)[N:4]([CH2:11][CH2:12][CH2:13][CH2:14][CH3:15])[C:3]1=[O:16].C1(CCN2C3C(=CC=CC=3)C(C3C(O)=CC4OCOC=4C=3)(CO)C2=O)CC1. (5) Given the product [OH:16][C:10](=[C:3]1[C:2](=[O:9])[CH:1]2[CH2:8][CH2:7][CH:4]1[CH2:5][CH2:6]2)[C:11]([O:13][CH2:14][CH3:15])=[O:12], predict the reactants needed to synthesize it. The reactants are: [CH:1]12[CH2:8][CH2:7][CH:4]([CH2:5][CH2:6]1)[CH2:3][C:2]2=[O:9].[C:10](OCC)(=[O:16])[C:11]([O:13][CH2:14][CH3:15])=[O:12].[H-].[Na+].CCO. (6) The reactants are: [Br:1][C:2]1[CH:7]=[C:6]([OH:8])[CH:5]=[CH:4][C:3]=1[CH2:9][C:10]([OH:12])=O.CN([C:16]([O:20][N:21]1N=NC2C=CC=N[C:22]1=2)=[N+](C)C)C.F[P-](F)(F)(F)(F)F.C(N(CC)CC)C.Cl.CNOC. Given the product [Br:1][C:2]1[CH:7]=[C:6]([OH:8])[CH:5]=[CH:4][C:3]=1[CH2:9][C:10]([N:21]([O:20][CH3:16])[CH3:22])=[O:12], predict the reactants needed to synthesize it.